This data is from Full USPTO retrosynthesis dataset with 1.9M reactions from patents (1976-2016). The task is: Predict the reactants needed to synthesize the given product. (1) Given the product [F:1][C:2]1[CH:7]=[CH:6][C:5]([N:8]2[C:13](=[O:14])[C:12]([O:15][CH2:40][CH2:39][CH:38]=[C:37]([CH3:42])[CH3:36])=[C:11]([C:26]3[CH:27]=[CH:28][C:29]([S:32]([CH3:35])(=[O:34])=[O:33])=[CH:30][CH:31]=3)[CH:10]=[N:9]2)=[CH:4][CH:3]=1, predict the reactants needed to synthesize it. The reactants are: [F:1][C:2]1[CH:7]=[CH:6][C:5]([N:8]2[C:13](=[O:14])[C:12]([O:15]S(C3C=CC(C)=CC=3)(=O)=O)=[C:11]([C:26]3[CH:31]=[CH:30][C:29]([S:32]([CH3:35])(=[O:34])=[O:33])=[CH:28][CH:27]=3)[CH:10]=[N:9]2)=[CH:4][CH:3]=1.[CH3:36][C:37]([CH3:42])=[CH:38][CH2:39][CH2:40]O.N. (2) Given the product [Br:1][C:2]1[C:10]2[C:9]([NH:11][C:12]3[CH:13]=[C:14]4[CH:20]=[N:19][NH:18][C:15]4=[N:16][CH:17]=3)=[N:8][CH:7]=[N:6][C:5]=2[NH:4][C:3]=1[C:21]([N:24]1[CH2:29][CH2:28][O:27][CH2:26][CH2:25]1)=[O:22], predict the reactants needed to synthesize it. The reactants are: [Br:1][C:2]1[C:10]2[C:9]([NH:11][C:12]3[CH:13]=[C:14]4[CH:20]=[N:19][NH:18][C:15]4=[N:16][CH:17]=3)=[N:8][CH:7]=[N:6][C:5]=2[NH:4][C:3]=1[C:21](O)=[O:22].[NH:24]1[CH2:29][CH2:28][O:27][CH2:26][CH2:25]1.